This data is from Reaction yield outcomes from USPTO patents with 853,638 reactions. The task is: Predict the reaction yield, written as a fraction of the theoretical maximum amount of product (1.0 means a 100% yield; for example, 0.34 means a 34% yield). (1) The reactants are [Br:1][C:2]1[CH:3]=[C:4]([C:15]([F:18])([F:17])[F:16])[C:5]2[N:6]([CH:8]=[C:9]([CH2:11][C:12]([OH:14])=[O:13])[N:10]=2)[CH:7]=1.[Cl:19]N1C(=O)CCC1=O. The catalyst is CN(C=O)C.CCOC(C)=O. The product is [Br:1][C:2]1[CH:3]=[C:4]([C:15]([F:17])([F:16])[F:18])[C:5]2[N:6]([C:8]([Cl:19])=[C:9]([CH2:11][C:12]([OH:14])=[O:13])[N:10]=2)[CH:7]=1. The yield is 0.800. (2) The reactants are [CH:1]1([S:4]([C:7]2[CH:12]=[CH:11][C:10]([C@@H:13]([CH2:23][C@H:24]3[CH2:28][CH2:27][NH:26][CH2:25]3)[C:14]([NH:16][C:17]3[S:18][C:19]([F:22])=[CH:20][N:21]=3)=[O:15])=[CH:9][CH:8]=2)(=[O:6])=[O:5])[CH2:3][CH2:2]1.C[Si]([N:33]=[C:34]=[O:35])(C)C.O. The catalyst is ClCCl. The product is [CH:1]1([S:4]([C:7]2[CH:8]=[CH:9][C:10]([C@H:13]([C:14]([NH:16][C:17]3[S:18][C:19]([F:22])=[CH:20][N:21]=3)=[O:15])[CH2:23][C@H:24]3[CH2:28][CH2:27][N:26]([C:34]([NH2:33])=[O:35])[CH2:25]3)=[CH:11][CH:12]=2)(=[O:5])=[O:6])[CH2:3][CH2:2]1. The yield is 0.990. (3) The reactants are [N+:1]([C:4]1[N:5]=[C:6]2[N:11]([CH:12]=1)[CH2:10][CH:9]([NH2:13])[CH2:8][O:7]2)([O-:3])=[O:2].CCN(CC)CC.[F:21][C:22]([F:43])([F:42])[O:23][C:24]1[CH:41]=[CH:40][C:27]([O:28][CH:29]2[CH2:34][CH2:33][N:32]([CH2:35][CH2:36][C:37](Cl)=[O:38])[CH2:31][CH2:30]2)=[CH:26][CH:25]=1.ClCCl. The catalyst is CN(C=O)C. The product is [N+:1]([C:4]1[N:5]=[C:6]2[N:11]([CH:12]=1)[CH2:10][C@H:9]([NH:13][C:37](=[O:38])[CH2:36][CH2:35][N:32]1[CH2:31][CH2:30][CH:29]([O:28][C:27]3[CH:40]=[CH:41][C:24]([O:23][C:22]([F:21])([F:42])[F:43])=[CH:25][CH:26]=3)[CH2:34][CH2:33]1)[CH2:8][O:7]2)([O-:3])=[O:2]. The yield is 0.230. (4) The reactants are [NH2:1][C:2]1[N:6]([C:7]2[CH:12]=[CH:11][C:10]([O:13]C)=[CH:9][C:8]=2[F:15])[N:5]=[C:4]([CH3:16])[C:3]=1[C:17]#[N:18].B(Br)(Br)Br. The product is [NH2:1][C:2]1[N:6]([C:7]2[CH:12]=[CH:11][C:10]([OH:13])=[CH:9][C:8]=2[F:15])[N:5]=[C:4]([CH3:16])[C:3]=1[C:17]#[N:18]. The catalyst is C(Cl)Cl. The yield is 1.00. (5) The reactants are [BH4-].[Na+].[CH:3]([C:5]1[S:9][CH:8]=[C:7]([C:10]([OH:12])=[O:11])[CH:6]=1)=[O:4]. The catalyst is O.C(O)C. The product is [OH:4][CH2:3][C:5]1[S:9][CH:8]=[C:7]([C:10]([OH:12])=[O:11])[CH:6]=1. The yield is 0.700.